From a dataset of Catalyst prediction with 721,799 reactions and 888 catalyst types from USPTO. Predict which catalyst facilitates the given reaction. Reactant: [F:1][C:2]1[CH:9]=[CH:8][C:5]([CH2:6][NH2:7])=[CH:4][CH:3]=1.Cl[C:11]1[C:16]([N+:17]([O-:19])=[O:18])=[CH:15][CH:14]=[CH:13][N:12]=1.C(=O)([O-])[O-].[Na+].[Na+]. Product: [F:1][C:2]1[CH:9]=[CH:8][C:5]([CH2:6][NH:7][C:11]2[C:16]([N+:17]([O-:19])=[O:18])=[CH:15][CH:14]=[CH:13][N:12]=2)=[CH:4][CH:3]=1. The catalyst class is: 42.